This data is from Forward reaction prediction with 1.9M reactions from USPTO patents (1976-2016). The task is: Predict the product of the given reaction. Given the reactants [CH2:1]([O:8][C:9]([NH:11][CH:12]([C:15]([OH:17])=[O:16])[CH2:13][OH:14])=[O:10])[C:2]1[CH:7]=[CH:6][CH:5]=[CH:4][CH:3]=1.N1C=CN=C1.[C:23]([Si:27]([CH3:30])([CH3:29])Cl)([CH3:26])([CH3:25])[CH3:24].O, predict the reaction product. The product is: [CH2:1]([O:8][C:9]([NH:11][CH:12]([CH2:13][O:14][Si:27]([C:23]([CH3:26])([CH3:25])[CH3:24])([CH3:30])[CH3:29])[C:15]([OH:17])=[O:16])=[O:10])[C:2]1[CH:3]=[CH:4][CH:5]=[CH:6][CH:7]=1.